From a dataset of CYP3A4 inhibition data for predicting drug metabolism from PubChem BioAssay. Regression/Classification. Given a drug SMILES string, predict its absorption, distribution, metabolism, or excretion properties. Task type varies by dataset: regression for continuous measurements (e.g., permeability, clearance, half-life) or binary classification for categorical outcomes (e.g., BBB penetration, CYP inhibition). Dataset: cyp3a4_veith. (1) The molecule is Cc1cccc(N2CCN(CC(=O)Nc3ccc(-n4cnnn4)cc3)CC2)c1C. The result is 0 (non-inhibitor). (2) The compound is CCCCNC(=O)NC1C(NC(=O)NCCCC)N(C)C(=O)N1C. The result is 0 (non-inhibitor). (3) The molecule is C/C(=N\N1CCN(C2c3ccccc3-c3ccccc32)CC1)c1cccnc1. The result is 1 (inhibitor). (4) The drug is CN1CCc2cc3c(cc2[C@@H]1[C@@H]1OC(=O)c2c1ccc1c2OCO1)OCO3. The result is 1 (inhibitor). (5) The drug is CC(C)NC(=O)N1CC[C@@]2(CCCN(C(=O)c3ccncc3)C2)C1. The result is 0 (non-inhibitor).